Dataset: Retrosynthesis with 50K atom-mapped reactions and 10 reaction types from USPTO. Task: Predict the reactants needed to synthesize the given product. (1) Given the product CC(C)Oc1cccc2ccc(-c3nnc4ccc([C@H](N5CC[C@@H](O)C5)C(F)(F)F)cn34)nc12, predict the reactants needed to synthesize it. The reactants are: CC(C)Oc1cccc2ccc(C=O)nc12.NNc1ccc([C@H](N2CC[C@@H](O)C2)C(F)(F)F)cn1. (2) Given the product CCc1ccc(/C(=C/C2CCCC2)c2ccc(OC)c(Cl)c2)nc1OC, predict the reactants needed to synthesize it. The reactants are: CCc1ccc(/C(=C/C2CCCC2)c2ccc(O)c(Cl)c2)nc1OC.CI.